Dataset: Full USPTO retrosynthesis dataset with 1.9M reactions from patents (1976-2016). Task: Predict the reactants needed to synthesize the given product. (1) Given the product [CH3:19][O:18][C@@H:5]([CH2:6][C:7]1[CH:8]=[CH:9][C:10]([O:13][CH2:14][C:15](=[O:17])[NH:34][C:31]2[CH:30]=[CH:29][C:28]([O:21][C:22]3[CH:27]=[CH:26][CH:25]=[CH:24][CH:23]=3)=[CH:33][CH:32]=2)=[CH:11][CH:12]=1)[C:4]([OH:3])=[O:20], predict the reactants needed to synthesize it. The reactants are: C([O:3][C:4](=[O:20])[C@@H:5]([O:18][CH3:19])[CH2:6][C:7]1[CH:12]=[CH:11][C:10]([O:13][CH2:14][C:15]([OH:17])=O)=[CH:9][CH:8]=1)C.[O:21]([C:28]1[CH:33]=[CH:32][C:31]([NH2:34])=[CH:30][CH:29]=1)[C:22]1[CH:27]=[CH:26][CH:25]=[CH:24][CH:23]=1.C(O[C@@H](CC1C=CC(O[C@@H](C(=O)NCCC2C=CC(OC3C=CC=CC=3)=CC=2)C)=CC=1)C(O)=O)C. (2) Given the product [Cl:1][C:2]1[C:11]([CH:12]([NH:13][S:14]([C:16]([CH3:17])([CH3:18])[CH3:19])=[O:15])[CH3:22])=[CH:10][C:9]2[C:4](=[CH:5][C:6]([F:21])=[C:7]([Cl:20])[CH:8]=2)[N:3]=1, predict the reactants needed to synthesize it. The reactants are: [Cl:1][C:2]1[C:11]([CH:12]=[N:13][S:14]([C:16]([CH3:19])([CH3:18])[CH3:17])=[O:15])=[CH:10][C:9]2[C:4](=[CH:5][C:6]([F:21])=[C:7]([Cl:20])[CH:8]=2)[N:3]=1.[CH2:22](Cl)Cl.C[Mg]Br. (3) The reactants are: [CH3:1][N:2]([CH2:4][CH2:5][N:6]1[C:20](=[O:21])[C:15]2=[CH:16][C:17]([NH2:19])=[CH:18][C:13]3[C:14]2=[C:9]([CH:10]=[CH:11][CH:12]=3)[C:7]1=[O:8])[CH3:3].[Cl:22][C:23]([Cl:28])([Cl:27])[C:24](Cl)=[O:25]. Given the product [Cl:22][C:23]([Cl:28])([Cl:27])[C:24]([NH:19][C:17]1[CH:18]=[C:13]2[CH:12]=[CH:11][CH:10]=[C:9]3[C:14]2=[C:15]([CH:16]=1)[C:20](=[O:21])[N:6]([CH2:5][CH2:4][N:2]([CH3:1])[CH3:3])[C:7]3=[O:8])=[O:25], predict the reactants needed to synthesize it. (4) Given the product [F:1][C:2]1[C:11]([F:12])=[CH:10][C:9]([NH:13][S:20]([C:14]2[CH:19]=[CH:18][CH:17]=[CH:16][CH:15]=2)(=[O:22])=[O:21])=[C:8]2[C:3]=1[CH:4]=[CH:5][CH:6]=[N:7]2, predict the reactants needed to synthesize it. The reactants are: [F:1][C:2]1[C:11]([F:12])=[CH:10][C:9]([NH2:13])=[C:8]2[C:3]=1[CH:4]=[CH:5][CH:6]=[N:7]2.[C:14]1([S:20](Cl)(=[O:22])=[O:21])[CH:19]=[CH:18][CH:17]=[CH:16][CH:15]=1. (5) Given the product [C:1]([O:5][C@@H:6]([C:11]1[C:42]([CH3:43])=[N:41][C:40]2=[CH:44][C:37]3=[N:38][N:39]2[C:12]=1[C:13]1[CH:47]=[C:46]2[C:16]([O:17][CH2:18][CH2:19][N:20]2[CH2:21][CH2:22][CH2:23][CH2:24][CH2:25][C:26]2[CH:27]=[CH:28][CH:29]=[CH:30][C:31]=2[C:32]2[CH:45]=[C:36]3[CH:35]=[CH:34][CH:33]=2)=[CH:15][C:14]=1[CH3:48])[C:7]([O:9][CH3:10])=[O:8])([CH3:4])([CH3:3])[CH3:2], predict the reactants needed to synthesize it. The reactants are: [C:1]([O:5][C@@H:6]([C:11]1[C:42]([CH3:43])=[N:41][C:40]2=[CH:44][C:37]3=[N:38][N:39]2[C:12]=1[C:13]1[CH:47]=[C:46]2[C:16]([O:17][CH2:18][CH2:19][N:20]2[CH2:21][CH:22]=[CH:23][CH2:24][CH2:25][C:26]2[CH:27]=[CH:28][CH:29]=[CH:30][C:31]=2[C:32]2[CH:45]=[C:36]3[CH:35]=[CH:34][CH:33]=2)=[CH:15][C:14]=1[CH3:48])[C:7]([O:9][CH3:10])=[O:8])([CH3:4])([CH3:3])[CH3:2]. (6) Given the product [CH2:31]([NH:38][C:39]([C:24]1[S:23][C:19]2[N:18]([C:17](=[O:26])[N:16]([CH2:15][C:14]3[CH:27]=[CH:28][C:29]([Cl:30])=[C:12]([Cl:11])[CH:13]=3)[C:21](=[O:22])[CH:20]=2)[CH:25]=1)=[O:40])[C:32]1[CH:37]=[CH:36][CH:35]=[CH:34][CH:33]=1, predict the reactants needed to synthesize it. The reactants are: C[Si](C)(C)N[Si](C)(C)C.[Li].[Cl:11][C:12]1[CH:13]=[C:14]([CH:27]=[CH:28][C:29]=1[Cl:30])[CH2:15][N:16]1[C:21](=[O:22])[CH:20]=[C:19]2[S:23][CH:24]=[CH:25][N:18]2[C:17]1=[O:26].[CH2:31]([N:38]=[C:39]=[O:40])[C:32]1[CH:37]=[CH:36][CH:35]=[CH:34][CH:33]=1.[Cl-].[NH4+]. (7) Given the product [C:11]([O:15][C:16]([NH:18][C:19]1([C:25]([O:27][CH3:28])=[O:26])[CH2:24][CH2:23][N:22]([C:2]2[N:10]=[CH:9][N:8]=[C:7]3[C:3]=2[N:4]=[CH:5][NH:6]3)[CH2:21][CH2:20]1)=[O:17])([CH3:14])([CH3:13])[CH3:12], predict the reactants needed to synthesize it. The reactants are: Cl[C:2]1[N:10]=[CH:9][N:8]=[C:7]2[C:3]=1[N:4]=[CH:5][NH:6]2.[C:11]([O:15][C:16]([NH:18][C:19]1([C:25]([O:27][CH3:28])=[O:26])[CH2:24][CH2:23][NH:22][CH2:21][CH2:20]1)=[O:17])([CH3:14])([CH3:13])[CH3:12].C(N(CC)CC)C.